Dataset: Forward reaction prediction with 1.9M reactions from USPTO patents (1976-2016). Task: Predict the product of the given reaction. (1) The product is: [F:19][CH:2]([F:1])[C:3]1[C:11]2[CH2:10][CH2:9][CH:8]3[CH2:12][CH:7]3[C:6]=2[N:5]([CH2:13][C:14]([OH:16])=[O:15])[N:4]=1. Given the reactants [F:1][CH:2]([F:19])[C:3]1[C:11]2[CH2:10][CH2:9][CH:8]3[CH2:12][CH:7]3[C:6]=2[N:5]([CH2:13][C:14]([O:16]CC)=[O:15])[N:4]=1.O[Li].O.Cl, predict the reaction product. (2) Given the reactants [N:1]([CH2:4][CH2:5][C:6]1[CH:11]=[CH:10][CH:9]=[CH:8][CH:7]=1)=[C:2]=[O:3].[NH2:12][CH2:13][CH2:14][CH2:15][CH2:16][C:17]([CH3:21])([CH3:20])[CH2:18][OH:19], predict the reaction product. The product is: [OH:19][CH2:18][C:17]([CH3:21])([CH3:20])[CH2:16][CH2:15][CH2:14][CH2:13][NH:12][C:2]([NH:1][CH2:4][CH2:5][C:6]1[CH:11]=[CH:10][CH:9]=[CH:8][CH:7]=1)=[O:3]. (3) Given the reactants [C:1]([N:5]1[CH2:9][C@@H:8]([C:10]2[CH:15]=[CH:14][C:13]([F:16])=[CH:12][C:11]=2[F:17])[C@H:7]([C:18]([N:20]2[CH2:25][CH:24]=[C:23]([C:26]3[CH:31]=[CH:30][C:29]([Cl:32])=[CH:28][C:27]=3[CH:33]([CH3:38])[C:34]([O:36][CH3:37])=[O:35])[CH2:22][CH2:21]2)=[O:19])[CH2:6]1)([CH3:4])([CH3:3])[CH3:2], predict the reaction product. The product is: [C:1]([N:5]1[CH2:9][C@@H:8]([C:10]2[CH:15]=[CH:14][C:13]([F:16])=[CH:12][C:11]=2[F:17])[C@H:7]([C:18]([N:20]2[CH2:25][CH2:24][CH:23]([C:26]3[CH:31]=[CH:30][C:29]([Cl:32])=[CH:28][C:27]=3[CH:33]([CH3:38])[C:34]([O:36][CH3:37])=[O:35])[CH2:22][CH2:21]2)=[O:19])[CH2:6]1)([CH3:4])([CH3:3])[CH3:2]. (4) Given the reactants [Cl-].[CH3:2][N+:3]1[CH:7]=[CH:6][N:5]([CH3:8])[CH:4]=1.[F:9][C:10]([F:21])([F:20])[C:11]([O:13]C(=O)C(F)(F)F)=[O:12], predict the reaction product. The product is: [F:9][C:10]([F:21])([F:20])[C:11]([O-:13])=[O:12].[CH3:2][N+:3]1[CH:7]=[CH:6][N:5]([CH3:8])[CH:4]=1. (5) Given the reactants [NH2:1][C@@H:2]([CH2:11][CH3:12])[C@H:3]([OH:10])[C:4](NC1CC1)=[O:5].[C:13]1([CH2:23][NH2:24])[C:22]2[C:17](=[CH:18][CH:19]=[CH:20][CH:21]=2)[CH:16]=[CH:15][CH:14]=1, predict the reaction product. The product is: [NH2:1][C@@H:2]([CH2:11][CH3:12])[C@H:3]([OH:10])[C:4]([NH:24][CH2:23][C:13]1[C:22]2[C:17](=[CH:18][CH:19]=[CH:20][CH:21]=2)[CH:16]=[CH:15][CH:14]=1)=[O:5]. (6) Given the reactants O[CH2:2][C:3]1[CH:12]=[CH:11][C:6]([C:7]([O:9][CH3:10])=[O:8])=[CH:5][CH:4]=1.[CH2:13]([N:15](CC)CC)C.CS(Cl)(=O)=O, predict the reaction product. The product is: [C:13]([CH2:2][C:3]1[CH:12]=[CH:11][C:6]([C:7]([O:9][CH3:10])=[O:8])=[CH:5][CH:4]=1)#[N:15]. (7) Given the reactants [CH:1]1([CH2:7][CH:8]([OH:11])[C:9]#[N:10])[CH2:6][CH2:5][CH2:4][CH2:3][CH2:2]1.[H-].[H-].[H-].[H-].[Li+].[Al+3].O.[OH-].[Na+], predict the reaction product. The product is: [NH2:10][CH2:9][CH:8]([OH:11])[CH2:7][CH:1]1[CH2:2][CH2:3][CH2:4][CH2:5][CH2:6]1. (8) Given the reactants [NH2:1][C:2]1[CH:10]=[CH:9][CH:8]=[C:7]2[C:3]=1[CH2:4][N:5]([CH:12]1[CH2:17][CH2:16][C:15](=[O:18])[NH:14][C:13]1=[O:19])[C:6]2=[O:11].[Cl:20][C:21]1[CH:22]=[C:23]([CH:26]=[CH:27][CH:28]=1)[CH:24]=O.C(O[BH-](OC(=O)C)OC(=O)C)(=O)C.[Na+].C(Cl)Cl.CO, predict the reaction product. The product is: [Cl:20][C:21]1[CH:22]=[C:23]([CH:26]=[CH:27][CH:28]=1)[CH2:24][NH:1][C:2]1[CH:10]=[CH:9][CH:8]=[C:7]2[C:3]=1[CH2:4][N:5]([CH:12]1[CH2:17][CH2:16][C:15](=[O:18])[NH:14][C:13]1=[O:19])[C:6]2=[O:11].